Dataset: Reaction yield outcomes from USPTO patents with 853,638 reactions. Task: Predict the reaction yield, written as a fraction of the theoretical maximum amount of product (1.0 means a 100% yield; for example, 0.34 means a 34% yield). (1) The reactants are [CH3:1][C:2]1[CH:7]=[CH:6][C:5]([S:8]([O:11][CH2:12][CH:13]2[CH2:17][C:16]3[CH:18]=[CH:19][CH:20]=[C:21](Br)[C:15]=3[O:14]2)(=[O:10])=[O:9])=[CH:4][CH:3]=1.[CH3:23][O:24][C:25]1[CH:26]=[C:27](B(O)O)[CH:28]=[CH:29][CH:30]=1.C(=O)([O-])[O-].[K+].[K+]. The catalyst is CC1C=CC=CC=1[P](C1C=CC=CC=1C)([Pd](Cl)(Cl)[P](C1=C(C)C=CC=C1)(C1C=CC=CC=1C)C1C=CC=CC=1C)C1C=CC=CC=1C. The product is [CH3:1][C:2]1[CH:7]=[CH:6][C:5]([S:8]([O:11][CH2:12][CH:13]2[CH2:17][C:16]3[CH:18]=[CH:19][CH:20]=[C:21]([C:29]4[CH:28]=[CH:27][CH:26]=[C:25]([O:24][CH3:23])[CH:30]=4)[C:15]=3[O:14]2)(=[O:10])=[O:9])=[CH:4][CH:3]=1. The yield is 0.840. (2) The reactants are [O:1]([C@H:9]([CH3:16])[CH2:10][C:11](OCC)=[O:12])[Si:2]([C:5]([CH3:8])([CH3:7])[CH3:6])([CH3:4])[CH3:3].[H-].C([Al+]CC(C)C)C(C)C.CO. The catalyst is ClCCl. The product is [O:1]([C@H:9]([CH3:16])[CH2:10][CH2:11][OH:12])[Si:2]([C:5]([CH3:6])([CH3:7])[CH3:8])([CH3:4])[CH3:3]. The yield is 0.830. (3) The reactants are [S:1]1[CH:5]=[CH:4][C:3]([CH:6]=O)=[CH:2]1.[N+:8]([CH3:11])([O-:10])=[O:9].[OH-].[Na+]. The catalyst is C(O)C. The product is [N+:8]([CH:11]=[CH:6][C:3]1[CH:4]=[CH:5][S:1][CH:2]=1)([O-:10])=[O:9]. The yield is 0.723. (4) The product is [CH2:11]([O:7][C:6](=[O:8])[C:5]1[CH:9]=[CH:10][C:2]([NH2:1])=[N:3][CH:4]=1)[CH3:12]. The catalyst is S(=O)(=O)(O)O. The reactants are [NH2:1][C:2]1[CH:10]=[CH:9][C:5]([C:6]([OH:8])=[O:7])=[CH:4][N:3]=1.[CH3:11][CH2:12]O. The yield is 0.920.